Dataset: Forward reaction prediction with 1.9M reactions from USPTO patents (1976-2016). Task: Predict the product of the given reaction. (1) Given the reactants [N:1]([CH2:4][C:5]1[CH:10]=[C:9]([F:11])[C:8]([Br:12])=[CH:7][C:6]=1[F:13])=[N+]=[N-].C1C=CC(P(C2C=CC=CC=2)C2C=CC=CC=2)=CC=1.O, predict the reaction product. The product is: [Br:12][C:8]1[C:9]([F:11])=[CH:10][C:5]([CH2:4][NH2:1])=[C:6]([F:13])[CH:7]=1. (2) Given the reactants N.[N+:2]([C:5]1[C:6](=[O:12])[NH:7][C:8](=[O:11])[NH:9][CH:10]=1)([O-])=O, predict the reaction product. The product is: [NH2:2][C:5]1[C:6](=[O:12])[NH:7][C:8](=[O:11])[NH:9][CH:10]=1. (3) Given the reactants [CH3:1][C:2]1[CH:7]=[CH:6][C:5]([C:8]2[O:12][N:11]=[CH:10][C:9]=2[C:13]([OH:15])=O)=[CH:4][CH:3]=1.[CH3:16][O:17][CH2:18][C@H:19]1[CH2:23][CH2:22][CH2:21][NH:20]1, predict the reaction product. The product is: [CH3:16][O:17][CH2:18][C@H:19]1[CH2:23][CH2:22][CH2:21][N:20]1[C:13]([C:9]1[CH:10]=[N:11][O:12][C:8]=1[C:5]1[CH:4]=[CH:3][C:2]([CH3:1])=[CH:7][CH:6]=1)=[O:15]. (4) Given the reactants [F:1][C:2]1[CH:7]=[CH:6][C:5]([C@@H:8]([O:42][Si](C)(C)C(C)(C)C)[CH2:9][S:10][C@@H:11]2[C@@H:14]([C:15]3[CH:20]=[CH:19][C:18]([O:21][Si](C)(C)C(C)(C)C)=[CH:17][CH:16]=3)[N:13]([C:29]3[CH:34]=[CH:33][C:32]([C:35]4[CH:36]=[N:37][CH:38]=[CH:39][CH:40]=4)=[CH:31][CH:30]=3)[C:12]2=[O:41])=[CH:4][CH:3]=1.Cl.O1CCOCC1.C(OCC)(=O)C, predict the reaction product. The product is: [F:1][C:2]1[CH:7]=[CH:6][C:5]([C@@H:8]([OH:42])[CH2:9][S:10][C@@H:11]2[C@@H:14]([C:15]3[CH:16]=[CH:17][C:18]([OH:21])=[CH:19][CH:20]=3)[N:13]([C:29]3[CH:34]=[CH:33][C:32]([C:35]4[CH:36]=[N:37][CH:38]=[CH:39][CH:40]=4)=[CH:31][CH:30]=3)[C:12]2=[O:41])=[CH:4][CH:3]=1. (5) Given the reactants Cl[C:2]1[C:11]2=[N:12][N:13](CC3C=CC(OC)=CC=3)[CH:14]=[C:10]2[C:9]2[CH:8]=[C:7]([O:24][CH3:25])[CH:6]=[CH:5][C:4]=2[N:3]=1.[CH3:26][C:27]1[CH:33]=[C:32]([N:34]2[CH2:39][CH2:38][O:37][CH2:36][CH2:35]2)[CH:31]=[CH:30][C:28]=1[NH2:29].Cl, predict the reaction product. The product is: [CH3:25][O:24][C:7]1[CH:6]=[CH:5][C:4]2[N:3]=[C:2]([NH:29][C:28]3[CH:30]=[CH:31][C:32]([N:34]4[CH2:39][CH2:38][O:37][CH2:36][CH2:35]4)=[CH:33][C:27]=3[CH3:26])[C:11]3=[N:12][NH:13][CH:14]=[C:10]3[C:9]=2[CH:8]=1.